This data is from Catalyst prediction with 721,799 reactions and 888 catalyst types from USPTO. The task is: Predict which catalyst facilitates the given reaction. (1) Reactant: [Br:1][C:2]1[CH:10]=[C:9]2[C:5]([C:6]([CH:11]=O)=[N:7][NH:8]2)=[CH:4][CH:3]=1.[CH3:13][N:14]1[CH2:19][CH2:18][N:17]([C:20]2[CH:25]=[CH:24][CH:23]=[C:22]([NH2:26])[C:21]=2[NH2:27])[CH2:16][CH2:15]1.S(S([O-])=O)([O-])(=O)=O.[Na+].[Na+]. Product: [Br:1][C:2]1[CH:10]=[C:9]2[C:5]([C:6]([C:11]3[NH:26][C:22]4[CH:23]=[CH:24][CH:25]=[C:20]([N:17]5[CH2:16][CH2:15][N:14]([CH3:13])[CH2:19][CH2:18]5)[C:21]=4[N:27]=3)=[N:7][NH:8]2)=[CH:4][CH:3]=1. The catalyst class is: 40. (2) Reactant: [C:1]([N:5]1[C:9]([CH3:10])=[CH:8][C:7]([C:11]([O:13]CC)=[O:12])=[N:6]1)([CH3:4])([CH3:3])[CH3:2].C(O)C.O.O1CCOCC1.[OH-].[Li+].Cl. Product: [C:1]([N:5]1[C:9]([CH3:10])=[CH:8][C:7]([C:11]([OH:13])=[O:12])=[N:6]1)([CH3:4])([CH3:2])[CH3:3]. The catalyst class is: 6. (3) Product: [CH2:20]([O:19][C:16](=[O:18])[CH2:17][C:31]1([OH:34])[C:32]2[C:27](=[CH:26][CH:25]=[C:24]([O:23][CH3:22])[CH:33]=2)[CH2:28][CH2:29][CH2:30]1)[CH3:21]. The catalyst class is: 392. Reactant: C([Li])CCC.C(NC1CCCCC1)(C)C.[C:16]([O:19][CH2:20][CH3:21])(=[O:18])[CH3:17].[CH3:22][O:23][C:24]1[CH:33]=[C:32]2[C:27]([CH2:28][CH2:29][CH2:30][C:31]2=[O:34])=[CH:26][CH:25]=1.Cl.